Task: Predict the product of the given reaction.. Dataset: Forward reaction prediction with 1.9M reactions from USPTO patents (1976-2016) (1) Given the reactants [Cl:1][C:2]1[CH:7]=[C:6]([Cl:8])[CH:5]=[CH:4][C:3]=1[CH:9]1[CH:13]([N+:14]([O-])=O)[CH2:12][N:11]([C:17]([O:19][CH2:20][CH2:21][Si:22]([CH3:25])([CH3:24])[CH3:23])=[O:18])[CH2:10]1.C(N(C(C)C)C(C)C)C.[CH3:35][C:36]([O:39][C:40](O[C:40]([O:39][C:36]([CH3:38])([CH3:37])[CH3:35])=[O:41])=[O:41])([CH3:38])[CH3:37], predict the reaction product. The product is: [CH3:23][Si:22]([CH3:25])([CH3:24])[CH2:21][CH2:20][O:19][C:17]([N:11]1[CH2:10][CH:9]([C:3]2[CH:4]=[CH:5][C:6]([Cl:8])=[CH:7][C:2]=2[Cl:1])[CH:13]([NH:14][C:40]([O:39][C:36]([CH3:38])([CH3:37])[CH3:35])=[O:41])[CH2:12]1)=[O:18]. (2) Given the reactants [F:1][C:2]1[C:3]([CH:20]([NH:22][C:23]([C:25]2([NH:28]C(=O)OC(C)(C)C)[CH2:27][CH2:26]2)=[O:24])[CH3:21])=[N:4][CH:5]=[C:6]([NH:8][C:9]2[C:14]([C:15]([F:18])([F:17])[F:16])=[CH:13][CH:12]=[CH:11][C:10]=2[F:19])[CH:7]=1.Cl, predict the reaction product. The product is: [F:1][C:2]1[C:3]([CH:20]([NH:22][C:23]([C:25]2([NH2:28])[CH2:27][CH2:26]2)=[O:24])[CH3:21])=[N:4][CH:5]=[C:6]([NH:8][C:9]2[C:14]([C:15]([F:17])([F:16])[F:18])=[CH:13][CH:12]=[CH:11][C:10]=2[F:19])[CH:7]=1. (3) Given the reactants Cl[C:2]1[CH:7]=[CH:6][C:5]([N+:8]([O-:10])=[O:9])=[C:4]([O:11][CH3:12])[CH:3]=1.[N:13]1([C:19]([O:21][C:22]([CH3:25])([CH3:24])[CH3:23])=[O:20])[CH2:18][CH2:17][NH:16][CH2:15][CH2:14]1.C(=O)([O-])[O-].[Cs+].[Cs+].CC1(C)C2C(=C(P(C3C=CC=CC=3)C3C=CC=CC=3)C=CC=2)OC2C(P(C3C=CC=CC=3)C3C=CC=CC=3)=CC=CC1=2, predict the reaction product. The product is: [CH3:12][O:11][C:4]1[CH:3]=[C:2]([N:16]2[CH2:15][CH2:14][N:13]([C:19]([O:21][C:22]([CH3:25])([CH3:24])[CH3:23])=[O:20])[CH2:18][CH2:17]2)[CH:7]=[CH:6][C:5]=1[N+:8]([O-:10])=[O:9]. (4) Given the reactants [N:1]1[C:10]2[C:5](=[C:6]([N:11]=[CH:12][C:13]([C:28]([F:31])([F:30])[F:29])([OH:27])[CH2:14][C:15]3([C:18]4[CH:23]=[C:22]([F:24])[CH:21]=[CH:20][C:19]=4[O:25][CH3:26])[CH2:17][CH2:16]3)[CH:7]=[CH:8][CH:9]=2)[CH:4]=[CH:3][CH:2]=1.[BH4-].[Na+].CCCCCC.C(OCC)(=O)C, predict the reaction product. The product is: [N:1]1[C:10]2[C:5](=[C:6]([NH:11][CH2:12][C:13]([C:28]([F:31])([F:29])[F:30])([OH:27])[CH2:14][C:15]3([C:18]4[CH:23]=[C:22]([F:24])[CH:21]=[CH:20][C:19]=4[O:25][CH3:26])[CH2:16][CH2:17]3)[CH:7]=[CH:8][CH:9]=2)[CH:4]=[CH:3][CH:2]=1. (5) Given the reactants C(OC([NH:8][CH2:9][C:10]1[CH:11]=[C:12]([C:16]2[N:21]=[C:20]([C:22]([NH:24][C:25]3[CH:30]=[CH:29][CH:28]=[CH:27][C:26]=3[CH2:31][C:32]([O:34]C(C)(C)C)=[O:33])=[O:23])[CH:19]=[C:18](Cl)[CH:17]=2)[CH:13]=[CH:14][CH:15]=1)=O)(C)(C)C.[CH:40]1([NH2:43])[CH2:42][CH2:41]1, predict the reaction product. The product is: [NH2:8][CH2:9][C:10]1[CH:11]=[C:12]([C:16]2[N:21]=[C:20]([C:22]([NH:24][C:25]3[CH:30]=[CH:29][CH:28]=[CH:27][C:26]=3[CH2:31][C:32]([OH:34])=[O:33])=[O:23])[CH:19]=[C:18]([NH:43][CH:40]3[CH2:42][CH2:41]3)[CH:17]=2)[CH:13]=[CH:14][CH:15]=1. (6) Given the reactants [N:1]1[C:10]2[C:5](=[CH:6][CH:7]=[CH:8][CH:9]=2)[C:4]([NH2:11])=[N:3][CH:2]=1.[F:12][C:13]([F:30])([F:29])[C:14]1[CH:15]=[C:16]([N:20]2[CH2:25][CH2:24][CH:23]([C:26](O)=[O:27])[CH2:22][CH2:21]2)[CH:17]=[CH:18][CH:19]=1, predict the reaction product. The product is: [N:1]1[C:10]2[C:5](=[CH:6][CH:7]=[CH:8][CH:9]=2)[C:4]([NH:11][C:26]([CH:23]2[CH2:22][CH2:21][N:20]([C:16]3[CH:17]=[CH:18][CH:19]=[C:14]([C:13]([F:30])([F:12])[F:29])[CH:15]=3)[CH2:25][CH2:24]2)=[O:27])=[N:3][CH:2]=1. (7) Given the reactants [C:1]([O:5][C:6]([NH:8][C:9]([NH:18][C@@H:19]1[CH2:24][CH2:23][CH2:22][CH2:21][C@@H:20]1[NH:25][C:26]1[C:35]2[C:30](=[CH:31][CH:32]=[C:33]([CH3:36])[CH:34]=2)[N:29]=[C:28]([C:37](O)=[O:38])[N:27]=1)=[N:10][C:11]([O:13][C:14]([CH3:17])([CH3:16])[CH3:15])=[O:12])=[O:7])([CH3:4])([CH3:3])[CH3:2].[CH2:40]([NH2:44])[CH:41]([CH3:43])[CH3:42].Cl.CN(C)CCCN=C=NCC.ON1C2C=CC=CC=2N=N1, predict the reaction product. The product is: [C:1]([O:5][C:6]([NH:8][C:9]([NH:18][C@@H:19]1[CH2:24][CH2:23][CH2:22][CH2:21][C@@H:20]1[NH:25][C:26]1[C:35]2[C:30](=[CH:31][CH:32]=[C:33]([CH3:36])[CH:34]=2)[N:29]=[C:28]([C:37]([NH:44][CH2:40][CH:41]([CH3:43])[CH3:42])=[O:38])[N:27]=1)=[N:10][C:11]([O:13][C:14]([CH3:15])([CH3:17])[CH3:16])=[O:12])=[O:7])([CH3:2])([CH3:4])[CH3:3]. (8) Given the reactants [Cl:1][C:2]([Cl:28])([Cl:27])[CH2:3][O:4][C:5]([C@@H:7]1[CH2:12][CH2:11][CH2:10][N:9]([C:13]([O:15]C(C)(C)C)=O)[N:8]1C(OC(C)(C)C)=O)=[O:6].FC(F)(F)C(O)=O.[CH3:36][C:37]([O:40][C:41]([NH:43][C@H:44](C(O)=O)[CH2:45][N:46]1[N:50]=[CH:49][CH:48]=[CH:47]1)=[O:42])([CH3:39])[CH3:38].C(N(CC)C(C)C)(C)C.C[NH3+].F[P-](F)(F)(F)(F)F.N1(OC(N(C)C)=[N+](C)C)C2N=CC=CC=2N=N1.F[P-](F)(F)(F)(F)F, predict the reaction product. The product is: [Cl:28][C:2]([Cl:1])([Cl:27])[CH2:3][O:4][C:5]([C@@H:7]1[CH2:12][CH2:11][CH2:10][N:9]([C:13](=[O:15])[C@@H:44]([NH:43][C:41]([O:40][C:37]([CH3:39])([CH3:38])[CH3:36])=[O:42])[CH2:45][N:46]2[CH:47]=[CH:48][CH:49]=[N:50]2)[NH:8]1)=[O:6]. (9) Given the reactants [CH3:1][O:2][C:3]1[CH:4]=[C:5]2[C:10](=[CH:11][C:12]=1[O:13][CH3:14])[CH:9]=[C:8]([C:15]([OH:17])=O)[CH2:7][CH2:6]2.O=S(Cl)[Cl:20], predict the reaction product. The product is: [CH3:1][O:2][C:3]1[CH:4]=[C:5]2[C:10](=[CH:11][C:12]=1[O:13][CH3:14])[CH:9]=[C:8]([C:15]([Cl:20])=[O:17])[CH2:7][CH2:6]2. (10) Given the reactants [F:1][C:2]([F:16])([F:15])[CH2:3][NH:4][C:5]1[CH:14]=[CH:13][C:8]([C:9]([O:11]C)=[O:10])=[CH:7][CH:6]=1.CO.[OH-].[K+], predict the reaction product. The product is: [F:1][C:2]([F:15])([F:16])[CH2:3][NH:4][C:5]1[CH:6]=[CH:7][C:8]([C:9]([OH:11])=[O:10])=[CH:13][CH:14]=1.